The task is: Predict the product of the given reaction.. This data is from Forward reaction prediction with 1.9M reactions from USPTO patents (1976-2016). (1) Given the reactants [CH3:1][O:2][C:3]1[CH:16]=[CH:15][CH:14]=[C:13]2[C:4]=1[S:5][C:6]1[CH:7]=[CH:8][C:9]([N+:18]([O-:20])=[O:19])=[CH:10][C:11]=1[C:12]2=O.B.C1COCC1, predict the reaction product. The product is: [CH3:1][O:2][C:3]1[CH:16]=[CH:15][CH:14]=[C:13]2[C:4]=1[S:5][C:6]1[CH:7]=[CH:8][C:9]([N+:18]([O-:20])=[O:19])=[CH:10][C:11]=1[CH2:12]2. (2) Given the reactants [Si:1]([N:8]1[CH2:13][CH2:12][NH:11][CH2:10][CH2:9]1)([C:4]([CH3:7])([CH3:6])[CH3:5])([CH3:3])[CH3:2].[C:14]([O:18][CH3:19])(=[O:17])[CH:15]=[CH2:16], predict the reaction product. The product is: [Si:1]([N:8]1[CH2:13][CH2:12][N:11]([CH2:16][CH2:15][C:14]([O:18][CH3:19])=[O:17])[CH2:10][CH2:9]1)([C:4]([CH3:7])([CH3:5])[CH3:6])([CH3:3])[CH3:2]. (3) Given the reactants O1CCCCC1[O:7][CH2:8][CH2:9][N:10]1[CH:14]=[C:13]([C:15]2[CH:16]=[CH:17][C:18]3[N:19]([C:21]([S:24][C:25]4[CH:39]=[CH:38][C:28]5[N:29]=[C:30]([NH:32][C:33]([CH:35]6[CH2:37][CH2:36]6)=[O:34])[S:31][C:27]=5[CH:26]=4)=[N:22][N:23]=3)[CH:20]=2)[CH:12]=[N:11]1.CO, predict the reaction product. The product is: [OH:7][CH2:8][CH2:9][N:10]1[CH:14]=[C:13]([C:15]2[CH:16]=[CH:17][C:18]3[N:19]([C:21]([S:24][C:25]4[CH:39]=[CH:38][C:28]5[N:29]=[C:30]([NH:32][C:33]([CH:35]6[CH2:36][CH2:37]6)=[O:34])[S:31][C:27]=5[CH:26]=4)=[N:22][N:23]=3)[CH:20]=2)[CH:12]=[N:11]1. (4) Given the reactants [O:1]=[C:2]1[NH:11][C:10]2[C:5](=[CH:6][CH:7]=[C:8]([C:12]([OH:14])=O)[CH:9]=2)[N:4]2[C:15]([CH2:18][CH2:19][CH3:20])=[N:16][N:17]=[C:3]12.[Cl:21][C:22]1[CH:23]=[C:24]([CH:26]=[CH:27][CH:28]=1)[NH2:25].ON1C2C=CC=CC=2N=N1.N=C=N.C(=O)([O-])[O-].[N-]=C=O, predict the reaction product. The product is: [Cl:21][C:22]1[CH:23]=[C:24]([NH:25][C:12]([C:8]2[CH:9]=[C:10]3[C:5](=[CH:6][CH:7]=2)[N:4]2[C:15]([CH2:18][CH2:19][CH3:20])=[N:16][N:17]=[C:3]2[C:2](=[O:1])[NH:11]3)=[O:14])[CH:26]=[CH:27][CH:28]=1. (5) Given the reactants [Br:1][C:2]1[CH:7]=[CH:6][C:5]([CH:8]=[CH:9][C:10]2[CH:15]=[CH:14][CH:13]=[CH:12][CH:11]=2)=[CH:4][CH:3]=1.BrC1C=CC(/C=C\C2C=CC=CC=2)=CC=1, predict the reaction product. The product is: [Br:1][C:2]1[CH:3]=[CH:4][C:5](/[CH:8]=[CH:9]/[C:10]2[CH:11]=[CH:12][CH:13]=[CH:14][CH:15]=2)=[CH:6][CH:7]=1. (6) Given the reactants CC(C)=[O:3].OS(O)(=O)=O.O=[Cr](=O)=O.OS(O)(=O)=O.O.[F:20][C:21]1[CH:26]=[CH:25][C:24]([C:27]2[CH:32]=[CH:31][C:30]([C@@H:33]([N:35]3[CH2:40][CH2:39][C@:38]([CH2:47][CH2:48][CH2:49][OH:50])([C:41]4[CH:46]=[CH:45][CH:44]=[CH:43][CH:42]=4)[O:37][C:36]3=[O:51])[CH3:34])=[CH:29][CH:28]=2)=[CH:23][CH:22]=1, predict the reaction product. The product is: [F:20][C:21]1[CH:26]=[CH:25][C:24]([C:27]2[CH:28]=[CH:29][C:30]([C@@H:33]([N:35]3[CH2:40][CH2:39][C@:38]([CH2:47][CH2:48][C:49]([OH:3])=[O:50])([C:41]4[CH:42]=[CH:43][CH:44]=[CH:45][CH:46]=4)[O:37][C:36]3=[O:51])[CH3:34])=[CH:31][CH:32]=2)=[CH:23][CH:22]=1. (7) Given the reactants [CH3:1][N:2]1[CH:6]=[C:5]([N+:7]([O-:9])=[O:8])[CH:4]=[N:3]1.[CH:10](=[O:15])[CH2:11][CH2:12][CH:13]=[CH2:14].[Li+].C[Si]([N-][Si](C)(C)C)(C)C.C(=O)(OCC=C)O[CH2:28][CH:29]=[CH2:30].C1(P(C2C=CC=CC=2)C2C=CC=CC=2)C=CC=CC=1, predict the reaction product. The product is: [CH2:30]([O:15][CH:10]([C:6]1[N:2]([CH3:1])[N:3]=[CH:4][C:5]=1[N+:7]([O-:9])=[O:8])[CH2:11][CH2:12][CH:13]=[CH2:14])[CH:29]=[CH2:28].